This data is from Forward reaction prediction with 1.9M reactions from USPTO patents (1976-2016). The task is: Predict the product of the given reaction. (1) Given the reactants [Br:1][C:2]1[S:6][C:5]2=[C:7]([C:10](Cl)=[O:11])[N:8]=[CH:9][N:4]2[CH:3]=1.[H-].[Cl-].[NH4+], predict the reaction product. The product is: [Br:1][C:2]1[S:6][C:5]2=[C:7]([CH:10]=[O:11])[N:8]=[CH:9][N:4]2[CH:3]=1. (2) Given the reactants [CH2:1]([O:3][C:4]([N:6]1[CH2:20][CH2:19][C:10]2[C:11]3[CH:12]([OH:18])[CH2:13][CH2:14][C:15]=3[CH:16]=[CH:17][C:9]=2[CH2:8][CH2:7]1)=[O:5])[CH3:2].[H-].[Na+].I[CH3:24], predict the reaction product. The product is: [CH2:1]([O:3][C:4]([N:6]1[CH2:20][CH2:19][C:10]2[C:11]3[CH:12]([O:18][CH3:24])[CH2:13][CH2:14][C:15]=3[CH:16]=[CH:17][C:9]=2[CH2:8][CH2:7]1)=[O:5])[CH3:2].